From a dataset of Forward reaction prediction with 1.9M reactions from USPTO patents (1976-2016). Predict the product of the given reaction. (1) Given the reactants [F:1][C:2]1[CH:17]=[CH:16][C:5]([CH2:6][C:7]2[C:8](O)=[N:9][C:10]([CH3:14])=[N:11][C:12]=2[CH3:13])=[CH:4][CH:3]=1.P(Cl)(Cl)([Cl:20])=O, predict the reaction product. The product is: [Cl:20][C:8]1[C:7]([CH2:6][C:5]2[CH:16]=[CH:17][C:2]([F:1])=[CH:3][CH:4]=2)=[C:12]([CH3:13])[N:11]=[C:10]([CH3:14])[N:9]=1. (2) Given the reactants [CH3:1][N:2]1[C:6]2=[N:7][CH:8]=[CH:9][CH:10]=[C:5]2[N:4]=[C:3]1S(C)(=O)=O.[CH2:15]([N:17]1[C:25]2[C:20](=[N:21][CH:22]=[CH:23][CH:24]=2)[C:19]([C:26]2[N:31]=[CH:30][C:29]([OH:32])=[CH:28][CH:27]=2)=[N:18]1)[CH3:16].[H-].[Na+].O, predict the reaction product. The product is: [CH2:15]([N:17]1[C:25]2[C:20](=[N:21][CH:22]=[CH:23][CH:24]=2)[C:19]([C:26]2[CH:27]=[CH:28][C:29]([O:32][C:3]3[N:2]([CH3:1])[C:6]4=[N:7][CH:8]=[CH:9][CH:10]=[C:5]4[N:4]=3)=[CH:30][N:31]=2)=[N:18]1)[CH3:16]. (3) Given the reactants [Cl:1][C:2]1[CH:3]=[CH:4][C:5]([O:15][CH3:16])=[C:6]([C:8]2[C:12]([NH2:13])=[CH:11][N:10]([CH3:14])[N:9]=2)[CH:7]=1.[N:17]1[N:21]2[CH:22]=[CH:23][CH:24]=[N:25][C:20]2=[C:19]([C:26](O)=[O:27])[CH:18]=1.F[P-](F)(F)(F)(F)F.N1(O[P+](N2CCCC2)(N2CCCC2)N2CCCC2)C2N=CC=CC=2N=N1.C(N(CC)C(C)C)(C)C, predict the reaction product. The product is: [Cl:1][C:2]1[CH:3]=[CH:4][C:5]([O:15][CH3:16])=[C:6]([C:8]2[C:12]([NH:13][C:26]([C:19]3[CH:18]=[N:17][N:21]4[CH:22]=[CH:23][CH:24]=[N:25][C:20]=34)=[O:27])=[CH:11][N:10]([CH3:14])[N:9]=2)[CH:7]=1. (4) Given the reactants [ClH:1].[NH2:2][C@H:3]1[CH2:7][CH2:6][CH2:5][C@@H:4]1[NH:8][C:9](=[O:21])[C:10]1[CH:15]=[CH:14][CH:13]=[CH:12][C:11]=1N1N=CC=N1.N[C@H]1CCC[C@@H]1NC(=O)OC(C)(C)C.[CH3:36][C:37]1[N:41]=[C:40](C2C=CC=CC=2C(O)=O)[O:39][N:38]=1, predict the reaction product. The product is: [ClH:1].[NH2:2][C@H:3]1[CH2:7][CH2:6][CH2:5][C@@H:4]1[NH:8][C:9](=[O:21])[C:10]1[CH:15]=[CH:14][CH:13]=[CH:12][C:11]=1[C:40]1[O:39][N:38]=[C:37]([CH3:36])[N:41]=1. (5) Given the reactants Br[C:2]1[CH:7]=[CH:6][N:5]=[C:4]2[NH:8][N:9]=[CH:10][C:3]=12.[CH3:11][N:12](C=O)C, predict the reaction product. The product is: [NH:8]1[C:4]2[N:5]=[CH:6][CH:7]=[C:2]([C:11]#[N:12])[C:3]=2[CH:10]=[N:9]1. (6) Given the reactants CC(C)=CC[O:5][C:6]1[CH:16]=[CH:15][C:9]([C:10]([O:12][CH2:13][CH3:14])=[O:11])=[CH:8][CH:7]=1, predict the reaction product. The product is: [CH3:7][CH:8]([C:16]1[CH:15]=[C:9]([CH:8]=[CH:7][C:6]=1[OH:5])[C:10]([O:12][CH2:13][CH3:14])=[O:11])[C:9]([CH3:15])=[CH2:10]. (7) Given the reactants [NH:1]1[C:5](/[CH:6]=[CH:7]/[C:8]([OH:10])=O)=[CH:4][N:3]=[CH:2]1.CN(C(ON1N=NC2C=CC=NC1=2)=[N+](C)C)C.F[P-](F)(F)(F)(F)F.Cl.[CH3:36][O:37][C:38]1[C:43]2[NH:44][C:45]([C:47]3[S:48][CH:49]=[CH:50][CH:51]=3)=[N:46][C:42]=2[C:41]([NH2:52])=[CH:40][CH:39]=1.CCN(C(C)C)C(C)C, predict the reaction product. The product is: [NH:1]1[C:5](/[CH:6]=[CH:7]/[C:8]([NH:52][C:41]2[C:42]3[N:46]=[C:45]([C:47]4[S:48][CH:49]=[CH:50][CH:51]=4)[NH:44][C:43]=3[C:38]([O:37][CH3:36])=[CH:39][CH:40]=2)=[O:10])=[CH:4][N:3]=[CH:2]1. (8) Given the reactants Cl.[NH2:2][C@H:3]([CH2:10][C:11]1[CH:16]=[CH:15][C:14]([C:17]2[CH:22]=[CH:21][CH:20]=[CH:19][CH:18]=2)=[CH:13][CH:12]=1)[CH2:4][C:5]([O:7]CC)=[O:6].O.[N:24]1[CH:29]=[CH:28][C:27]([C:30]([OH:32])=[O:31])=[CH:26][C:25]=1[C:33]([OH:35])=[O:34].CCN=C=NCCCN(C)C.ON1C2N=CC=CC=2N=N1.CCN(C(C)C)C(C)C.[OH-].[Na+], predict the reaction product. The product is: [C:14]1([C:17]2[CH:18]=[CH:19][CH:20]=[CH:21][CH:22]=2)[CH:13]=[CH:12][C:11]([CH2:10][C@@H:3]([NH:2][C:30]([C:27]2[CH:28]=[CH:29][N:24]=[C:25]([C:33]([OH:35])=[O:34])[CH:26]=2)=[O:31])[CH2:4][C:5]([OH:7])=[O:6])=[CH:16][CH:15]=1.[C:14]1([C:17]2[CH:18]=[CH:19][CH:20]=[CH:21][CH:22]=2)[CH:13]=[CH:12][C:11]([CH2:10][C@@H:3]([NH:2][C:33]([C:25]2[CH:26]=[C:27]([CH:28]=[CH:29][N:24]=2)[C:30]([OH:32])=[O:31])=[O:34])[CH2:4][C:5]([OH:7])=[O:6])=[CH:16][CH:15]=1. (9) Given the reactants [F:1][C:2]([F:7])([F:6])[C:3]([OH:5])=[O:4].[C:8]1([C:14]2[CH:19]=[C:18]([CH:20]3[CH2:25][CH2:24][NH:23][CH2:22][CH2:21]3)[CH:17]=[CH:16][C:15]=2[NH:26][C:27]([C:29]2[NH:30][CH:31]=[C:32]([C:34]#[N:35])[N:33]=2)=[O:28])[CH2:13][CH2:12][CH2:11][CH2:10][CH:9]=1.CCN(CC)CC.[C:43](#[N:46])[CH:44]=[CH2:45].CO, predict the reaction product. The product is: [F:1][C:2]([F:7])([F:6])[C:3]([OH:5])=[O:4].[C:43]([CH2:44][CH2:45][N:23]1[CH2:22][CH2:21][CH:20]([C:18]2[CH:17]=[CH:16][C:15]([NH:26][C:27]([C:29]3[NH:30][CH:31]=[C:32]([C:34]#[N:35])[N:33]=3)=[O:28])=[C:14]([C:8]3[CH2:13][CH2:12][CH2:11][CH2:10][CH:9]=3)[CH:19]=2)[CH2:25][CH2:24]1)#[N:46]. (10) Given the reactants [CH3:1][C@H:2]1[NH:7][C@@H:6]([CH3:8])[CH2:5][N:4]([C:9]2[CH:10]=[CH:11][C:12]([O:31]CC3C=CC=CC=3)=[C:13]([NH:15][S:16]([C:19]3[CH:24]=[CH:23][C:22]([C:25]4[O:26][C:27]([CH3:30])=[CH:28][CH:29]=4)=[CH:21][CH:20]=3)(=[O:18])=[O:17])[CH:14]=2)[CH2:3]1.[OH-], predict the reaction product. The product is: [CH3:8][C@H:6]1[NH:7][C@@H:2]([CH3:1])[CH2:3][N:4]([C:9]2[CH:10]=[CH:11][C:12]([OH:31])=[C:13]([NH:15][S:16]([C:19]3[CH:24]=[CH:23][C:22]([C:25]4[O:26][C:27]([CH3:30])=[CH:28][CH:29]=4)=[CH:21][CH:20]=3)(=[O:18])=[O:17])[CH:14]=2)[CH2:5]1.